From a dataset of Experimentally validated miRNA-target interactions with 360,000+ pairs, plus equal number of negative samples. Binary Classification. Given a miRNA mature sequence and a target amino acid sequence, predict their likelihood of interaction. (1) The miRNA is hsa-miR-1233-5p with sequence AGUGGGAGGCCAGGGCACGGCA. The protein sequence of the target gene is MAGLRARGGPGPGLLALSALGFCLMLQVSAKRPPKTPPCPPSCSCTRDTAFCVDSKAVPRNLPSEVISLTLVNAAFSEIQDGAFSHLPLLQFLLLNSNKFTLIGDNAFTGLSHLQYLFIENNDIWALSKFTFRGLKSLTHLSLANNNLQTLPRDIFRPLDILNDLDLRGNSLNCDCKVKWLVEWLAHTNTTVAPIYCASPPRFQEHKVQDLPLREFDCITTDFVLYQTLAFPAVSAEPFLYSSDLYLALAQPGVSACTILKWDYVERQLRDYDRIPAPSAVHCKPMVVDSQLYVVVAQLF.... Result: 0 (no interaction). (2) The miRNA is dre-miR-196b with sequence UAGGUAGUUUCAAGUUGUUGGG. The protein sequence of the target gene is MDCGPPATLQPHLTGPPGTAHHPVAVCQQESLSFAELPALKPPSPVCLDLFPVAPEELRAPGSRWSLGTPAPLQGLLWPLSPGGSDTEITSGGMRPSRAGSWPHCPGAQPPALEGPWSPRHTQPQRRASHGSEKKSAWRKMRVYQREEVPGCPEAHAVFLEPGQVVQEQALSTEEPRVELSGSTRVSLEGPERRRFSASELMTRLHSSLRLGRNSAARALISGSGTGAAREGKASGMEARSVEMSGDRVSRPAPGDSREGDWSEPRLDTQEEPPLGSRSTNERRQSRFLLNSVLYQEYSD.... Result: 0 (no interaction). (3) The miRNA is hsa-miR-518c-3p with sequence CAAAGCGCUUCUCUUUAGAGUGU. The protein sequence of the target gene is MDKHGVKTPLWKKETEELRAEDAEQEEGKEGSEDEDEDNQRPLEDSATEGEEPPRVAEEGEGRERRSVSYCPLRQESSTQQVALLRRADSGFWGWLGPLALLGGLTAPTDRKRSLPEEPCVLEIRRRPPRRGGCACCELLFCKKCRSLHSHPAYVAHCVLDHPDLGKAGAAGNS. Result: 0 (no interaction). (4) The miRNA is hsa-miR-519d-5p with sequence CCUCCAAAGGGAAGCGCUUUCUGUU. The protein sequence of the target gene is MAPRKRGGRGISFIFCCFRNNDHPEITYRLRNDSNFALQTMEPALPMPPVEELDVMFSELVDELDLTDKHREAMFALPAEKKWQIYCSKKKDQEENKGATSWPEFYIDQLNSMAARKSLLALEKEEEEERSKTIESLKTALRTKPMRFVTRFIDLDGLSCILNFLKTMDYETSESRIHTSLIGCIKALMNNSQGRAHVLAHSESINVIAQSLSTENIKTKVAVLEILGAVCLVPGGHKKVLQAMLHYQKYASERTRFQTLINDLDKSTGRYRDEVSLKTAIMSFINAVLSQGAGVESLDF.... Result: 1 (interaction).